From a dataset of Catalyst prediction with 721,799 reactions and 888 catalyst types from USPTO. Predict which catalyst facilitates the given reaction. (1) Reactant: [CH3:1][O:2][C:3](=[O:14])[CH2:4][O:5][C:6]1[CH:11]=[CH:10][C:9]([Cl:12])=[C:8]([NH2:13])[CH:7]=1.[CH3:15][S:16]([C:19]1[CH:34]=[CH:33][C:22]([CH2:23][CH:24]([C:29](=O)[CH2:30][CH3:31])[C:25](=O)[CH2:26][CH3:27])=[CH:21][CH:20]=1)(=[O:18])=[O:17]. Product: [CH3:1][O:2][C:3](=[O:14])[CH2:4][O:5][C:6]1[CH:11]=[CH:10][C:9]([Cl:12])=[C:8]2[C:7]=1[C:25]([CH2:26][CH3:27])=[C:24]([CH2:23][C:22]1[CH:21]=[CH:20][C:19]([S:16]([CH3:15])(=[O:18])=[O:17])=[CH:34][CH:33]=1)[C:29]([CH2:30][CH3:31])=[N:13]2. The catalyst class is: 6. (2) Reactant: [C:1]1([CH3:14])[CH:6]=[CH:5][CH:4]=[CH:3][C:2]=1[NH:7][C:8](=[O:13])[CH:9]=[C:10]([CH3:12])[CH3:11].[Cl-].[Al+3].[Cl-].[Cl-].Cl.O. Product: [CH3:12][C:10]1([CH3:11])[C:3]2[C:2](=[C:1]([CH3:14])[CH:6]=[CH:5][CH:4]=2)[NH:7][C:8](=[O:13])[CH2:9]1. The catalyst class is: 262. (3) Reactant: [CH2:1]([O:3][C:4](=[O:25])[C:5]1[CH:10]=[C:9]([N:11]2[C:15]([CH3:16])=[CH:14][CH:13]=[C:12]2[C:17]2[CH:22]=[C:21]([Br:23])[CH:20]=[CH:19][C:18]=2[OH:24])[CH:8]=[N:7][CH:6]=1)[CH3:2].[Cl:26][C:27]1[CH:34]=[CH:33][C:30]([CH2:31]Br)=[CH:29][CH:28]=1.C(=O)([O-])[O-].[K+].[K+]. Product: [CH2:1]([O:3][C:4](=[O:25])[C:5]1[CH:10]=[C:9]([N:11]2[C:15]([CH3:16])=[CH:14][CH:13]=[C:12]2[C:17]2[CH:22]=[C:21]([Br:23])[CH:20]=[CH:19][C:18]=2[O:24][CH2:31][C:30]2[CH:33]=[CH:34][C:27]([Cl:26])=[CH:28][CH:29]=2)[CH:8]=[N:7][CH:6]=1)[CH3:2]. The catalyst class is: 173. (4) Reactant: [CH2:1]([N:3]1[CH:7]=[C:6]([N+:8]([O-])=O)[CH:5]=[N:4]1)[CH3:2].[Cl-:11].[NH4+]. Product: [Cl:11][C:7]1[N:3]([CH2:1][CH3:2])[N:4]=[CH:5][C:6]=1[NH2:8]. The catalyst class is: 447. (5) Reactant: ClC1[C:14]2[N:13]3[C:8]([CH:9]=[CH:10][CH:11]=[CH:12]3)=[C:7]([C:15]3[C:20]([CH3:21])=[CH:19][C:18]([CH3:22])=[CH:17][C:16]=3[CH3:23])[C:6]=2N=C(C)C=1.[CH2:25]([NH:28][CH2:29][CH2:30][CH3:31])[CH2:26][CH3:27]. Product: [CH2:25]([N:28]([N:13]1[C:10]2[CH:11]=[CH:12][N:13]3[C:8]([C:9]=2[CH:6]=[C:7]([CH3:15])[CH2:8]1)=[C:7]([C:15]1[C:16]([CH3:23])=[CH:17][C:18]([CH3:22])=[CH:19][C:20]=1[CH3:21])[CH:6]=[CH:14]3)[CH2:29][CH2:30][CH3:31])[CH2:26][CH3:27]. The catalyst class is: 58. (6) Reactant: Cl.[F:2][C:3]1([F:14])[CH2:7][NH:6][C@@H:5]([CH:8]([CH3:13])[CH2:9][C:10]([OH:12])=[O:11])[CH2:4]1.[Br:15][C:16]1[CH:21]=[C:20]([F:22])[CH:19]=[CH:18][C:17]=1[C@H:23]1[C:28]([C:29]([O:31][CH2:32][CH3:33])=[O:30])=[C:27]([CH2:34]Br)[NH:26][C:25]([C:36]2[S:37][CH:38]=[CH:39][N:40]=2)=[N:24]1.C(=O)([O-])[O-].[K+].[K+]. Product: [Br:15][C:16]1[CH:21]=[C:20]([F:22])[CH:19]=[CH:18][C:17]=1[C@@H:23]1[N:24]=[C:25]([C:36]2[S:37][CH:38]=[CH:39][N:40]=2)[NH:26][C:27]([CH2:34][N:6]2[CH2:7][C:3]([F:2])([F:14])[CH2:4][C@@H:5]2[CH:8]([CH3:13])[CH2:9][C:10]([OH:12])=[O:11])=[C:28]1[C:29]([O:31][CH2:32][CH3:33])=[O:30]. The catalyst class is: 8. (7) Reactant: [Br:1][C:2]1[CH:3]=[C:4]([N:8]2[CH:12]=[C:11]([CH3:13])[N:10]=[C:9]2S)[CH:5]=[CH:6][CH:7]=1.OO. Product: [Br:1][C:2]1[CH:3]=[C:4]([N:8]2[CH:12]=[C:11]([CH3:13])[N:10]=[CH:9]2)[CH:5]=[CH:6][CH:7]=1. The catalyst class is: 86.